From a dataset of Forward reaction prediction with 1.9M reactions from USPTO patents (1976-2016). Predict the product of the given reaction. Given the reactants [Cl:1][C:2]1[CH:3]=[C:4]([C:10]2[C:11]([CH3:30])=[N:12][N:13]([CH2:16][C:17]3[CH:22]=[CH:21][C:20]([NH:23][S:24]([CH:27]([CH3:29])[CH3:28])(=[O:26])=[O:25])=[CH:19][CH:18]=3)[C:14]=2[CH3:15])[CH:5]=[CH:6][C:7]=1[C:8]#[N:9].[H-].[Na+].[CH3:33]I.[Cl-].[NH4+], predict the reaction product. The product is: [Cl:1][C:2]1[CH:3]=[C:4]([C:10]2[C:11]([CH3:30])=[N:12][N:13]([CH2:16][C:17]3[CH:22]=[CH:21][C:20]([N:23]([CH3:33])[S:24]([CH:27]([CH3:28])[CH3:29])(=[O:26])=[O:25])=[CH:19][CH:18]=3)[C:14]=2[CH3:15])[CH:5]=[CH:6][C:7]=1[C:8]#[N:9].